The task is: Predict which catalyst facilitates the given reaction.. This data is from Catalyst prediction with 721,799 reactions and 888 catalyst types from USPTO. (1) Reactant: Br[CH2:2][CH2:3][CH2:4][CH2:5][CH2:6][CH2:7][CH2:8][CH2:9][CH2:10][CH2:11][CH2:12][C:13]([OH:15])=[O:14].[I:16][C:17]1[CH:22]=[C:21]([I:23])[CH:20]=[C:19]([I:24])[C:18]=1[OH:25].[OH-].[K+]. Product: [I:16][C:17]1[CH:22]=[C:21]([I:23])[CH:20]=[C:19]([I:24])[C:18]=1[O:25][CH2:2][CH2:3][CH2:4][CH2:5][CH2:6][CH2:7][CH2:8][CH2:9][CH2:10][CH2:11][CH2:12][C:13]([OH:15])=[O:14]. The catalyst class is: 8. (2) The catalyst class is: 24. Product: [C:1]([N:8]1[CH2:12][C@@H:11]([N:13]([CH:14]2[CH2:19][CH2:18][C:17]([CH3:21])([CH3:20])[CH2:16][CH2:15]2)[C:22](=[O:31])[C:23]([CH3:30])([CH3:29])[CH2:24][OH:25])[CH2:10][C@H:9]1[C:32]([OH:34])=[O:33])([O:3][C:4]([CH3:5])([CH3:6])[CH3:7])=[O:2]. Reactant: [C:1]([N:8]1[CH2:12][C@@H:11]([N:13]([C:22](=[O:31])[C:23]([CH3:30])([CH3:29])[CH2:24][O:25]C(=O)C)[CH:14]2[CH2:19][CH2:18][C:17]([CH3:21])([CH3:20])[CH2:16][CH2:15]2)[CH2:10][C@H:9]1[C:32]([O:34]C)=[O:33])([O:3][C:4]([CH3:7])([CH3:6])[CH3:5])=[O:2].[OH-].[Na+]. (3) Reactant: C([O:3][C:4](=[O:17])[CH2:5][O:6][C:7]1[CH:12]=[CH:11][C:10]([Br:13])=[CH:9][C:8]=1[C:14](=[O:16])[CH3:15])C.[OH-].[Na+].Cl.C(OCC)(=O)C. Product: [C:14]([C:8]1[CH:9]=[C:10]([Br:13])[CH:11]=[CH:12][C:7]=1[O:6][CH2:5][C:4]([OH:17])=[O:3])(=[O:16])[CH3:15]. The catalyst class is: 823. (4) Reactant: [F:1][C:2]1([F:37])[O:6][C:5]2[CH:7]=[CH:8][C:9]([C:11]3([C:14]([NH:16][C@H:17]4[C:26]5[C:21](=[CH:22][C:23]([CH3:27])=[CH:24][CH:25]=5)[O:20][C@@H:19]([C:28]5[CH:29]=[C:30]([CH:34]=[CH:35][CH:36]=5)[C:31](O)=[O:32])[CH2:18]4)=[O:15])[CH2:13][CH2:12]3)=[CH:10][C:4]=2[O:3]1.CN(C(ON1N=NC2C=CC=NC1=2)=[N+](C)C)C.F[P-](F)(F)(F)(F)F.[NH2:62][CH:63]1[CH2:67][CH2:66][C:65]([CH3:73])([C:68]([O:70][CH2:71][CH3:72])=[O:69])[CH2:64]1. Product: [F:37][C:2]1([F:1])[O:6][C:5]2[CH:7]=[CH:8][C:9]([C:11]3([C:14]([NH:16][C@H:17]4[C:26]5[C:21](=[CH:22][C:23]([CH3:27])=[CH:24][CH:25]=5)[O:20][C@@H:19]([C:28]5[CH:29]=[C:30]([CH:34]=[CH:35][CH:36]=5)[C:31]([NH:62][CH:63]5[CH2:67][CH2:66][C:65]([CH3:73])([C:68]([O:70][CH2:71][CH3:72])=[O:69])[CH2:64]5)=[O:32])[CH2:18]4)=[O:15])[CH2:13][CH2:12]3)=[CH:10][C:4]=2[O:3]1. The catalyst class is: 44. (5) Reactant: Cl[C:2]1[C:7]([N+:8]([O-:10])=[O:9])=[CH:6][CH:5]=[CH:4][N:3]=1.[CH2:11]([O:13][C:14]([CH:16]1[C:24]2[C:19](=[CH:20][C:21]([NH2:25])=[CH:22][CH:23]=2)[C:18](=[O:26])[CH2:17]1)=[O:15])[CH3:12].Cl. Product: [CH2:11]([O:13][C:14]([CH:16]1[C:24]2[C:19](=[CH:20][C:21]([NH:25][C:2]3[C:7]([N+:8]([O-:10])=[O:9])=[CH:6][CH:5]=[CH:4][N:3]=3)=[CH:22][CH:23]=2)[C:18](=[O:26])[CH2:17]1)=[O:15])[CH3:12]. The catalyst class is: 714.